This data is from Forward reaction prediction with 1.9M reactions from USPTO patents (1976-2016). The task is: Predict the product of the given reaction. (1) Given the reactants Cl[CH2:2][CH:3]=O.[NH2:5][C:6]1[C:11]([C:12]([NH2:14])=[O:13])=[C:10]([NH:15][CH2:16][C:17]2[CH:22]=[CH:21][C:20]([Cl:23])=[CH:19][C:18]=2[Cl:24])[N:9]=[C:8]([S:25][CH3:26])[N:7]=1, predict the reaction product. The product is: [Cl:24][C:18]1[CH:19]=[C:20]([Cl:23])[CH:21]=[CH:22][C:17]=1[CH2:16][NH:15][C:10]1[N:9]=[C:8]([S:25][CH3:26])[N:7]2[CH:2]=[CH:3][N:5]=[C:6]2[C:11]=1[C:12]([NH2:14])=[O:13]. (2) Given the reactants C(OC(=O)[NH:7][C@@H:8]([CH3:28])[CH2:9][N:10]1[C:18]2[C:13](=[CH:14][CH:15]=[CH:16][CH:17]=2)[C:12]2[CH:19]=[C:20]([C:25]([NH2:27])=[O:26])[C:21]([NH:23][CH3:24])=[N:22][C:11]1=2)(C)(C)C.C(O)(C(F)(F)F)=O.NC1C(C(N)=O)=CC2C3C(=CC=CC=3)N(C[C@@H](N)C)C=2N=1, predict the reaction product. The product is: [NH2:7][C@@H:8]([CH3:28])[CH2:9][N:10]1[C:18]2[C:13](=[CH:14][CH:15]=[CH:16][CH:17]=2)[C:12]2[CH:19]=[C:20]([C:25]([NH2:27])=[O:26])[C:21]([NH:23][CH3:24])=[N:22][C:11]1=2. (3) Given the reactants [Cl:1][C:2]1[CH:3]=[CH:4][C:5]([CH2:11][C:12]([O:14]CC)=[O:13])=[C:6]([CH:10]=1)[C:7]([OH:9])=[O:8].[OH-].[Na+], predict the reaction product. The product is: [C:12]([CH2:11][C:5]1[CH:4]=[CH:3][C:2]([Cl:1])=[CH:10][C:6]=1[C:7]([OH:9])=[O:8])([OH:14])=[O:13]. (4) Given the reactants C(OC(=O)[NH:7][C@H:8]1[CH2:13][CH2:12][C@@H:11]([NH:14][C:15]2[N:24]=[C:23]([NH:25][CH3:26])[C:22]3[C:17](=[CH:18][CH:19]=[CH:20][CH:21]=3)[N:16]=2)[CH2:10][CH2:9]1)(C)(C)C.[ClH:28].[Br:29][C:30]1[CH:35]=[CH:34][C:33]([CH2:36][CH2:37][CH:38]=O)=[C:32]([O:40][C:41]([F:44])([F:43])[F:42])[CH:31]=1.CC(O)=O.[BH3-]C#N.[Na+].C([O-])(O)=O.[Na+], predict the reaction product. The product is: [ClH:28].[ClH:28].[Br:29][C:30]1[CH:35]=[CH:34][C:33]([CH2:36][CH2:37][CH2:38][NH:7][C@@H:8]2[CH2:9][CH2:10][C@H:11]([NH:14][C:15]3[N:24]=[C:23]([NH:25][CH3:26])[C:22]4[C:17](=[CH:18][CH:19]=[CH:20][CH:21]=4)[N:16]=3)[CH2:12][CH2:13]2)=[C:32]([O:40][C:41]([F:42])([F:43])[F:44])[CH:31]=1.